From a dataset of Full USPTO retrosynthesis dataset with 1.9M reactions from patents (1976-2016). Predict the reactants needed to synthesize the given product. The reactants are: [NH2:1][C:2]1[CH:3]=[CH:4][C:5]([O:23][CH3:24])=[C:6]([NH:8][C:9]2[N:14]=[C:13]([NH:15][C:16]3[CH:21]=[CH:20][CH:19]=[CH:18][CH:17]=3)[C:12]([F:22])=[CH:11][N:10]=2)[CH:7]=1.[C:25]([CH2:27][C:28](O)=[O:29])#[N:26].CN(C(ON1N=NC2C=CC=NC1=2)=[N+](C)C)C.F[P-](F)(F)(F)(F)F.CCN(C(C)C)C(C)C. Given the product [F:22][C:12]1[C:13]([NH:15][C:16]2[CH:21]=[CH:20][CH:19]=[CH:18][CH:17]=2)=[N:14][C:9]([NH:8][C:6]2[CH:7]=[C:2]([NH:1][C:28](=[O:29])[CH2:27][C:25]#[N:26])[CH:3]=[CH:4][C:5]=2[O:23][CH3:24])=[N:10][CH:11]=1, predict the reactants needed to synthesize it.